From a dataset of Full USPTO retrosynthesis dataset with 1.9M reactions from patents (1976-2016). Predict the reactants needed to synthesize the given product. Given the product [Br:1][C:2]1[C:15]([O:16][CH3:17])=[CH:14][C:13]2[C:4](=[C:5]([Cl:21])[N:6]=[C:7]3[C:12]=2[CH2:11][CH2:10][CH2:9][CH2:8]3)[CH:3]=1, predict the reactants needed to synthesize it. The reactants are: [Br:1][C:2]1[CH:3]=[C:4]2[C:13](=[CH:14][C:15]=1[O:16][CH3:17])[C:12]1[CH2:11][CH2:10][CH2:9][CH2:8][C:7]=1[NH:6][C:5]2=O.O=P(Cl)(Cl)[Cl:21].